This data is from Experimental lipophilicity measurements (octanol/water distribution) for 4,200 compounds from AstraZeneca. The task is: Regression/Classification. Given a drug SMILES string, predict its absorption, distribution, metabolism, or excretion properties. Task type varies by dataset: regression for continuous measurements (e.g., permeability, clearance, half-life) or binary classification for categorical outcomes (e.g., BBB penetration, CYP inhibition). For this dataset (lipophilicity_astrazeneca), we predict Y. (1) The molecule is CCc1nn(C2CCCC2)c2c1CCn1c(-c3cccs3)nnc1-2. The Y is 3.60 logD. (2) The drug is CC(=O)Nc1ccc2c(c1)c(-c1cc(NC3CC3)n3ncc(C#N)c3n1)cn2CCCO. The Y is 2.48 logD. (3) The drug is COc1cc(Nc2nc3c(cc2F)ncn3[C@@H](CO)c2ccc(F)cn2)n[nH]1. The Y is 2.18 logD. (4) The drug is C[Si](C)(C)C#Cc1cn(C[C@H]2CN(c3ccc(C4=CCS(=O)(=O)CC4)c(F)c3)C(=O)O2)nn1. The Y is 1.26 logD.